Dataset: Peptide-MHC class II binding affinity with 134,281 pairs from IEDB. Task: Regression. Given a peptide amino acid sequence and an MHC pseudo amino acid sequence, predict their binding affinity value. This is MHC class II binding data. (1) The peptide sequence is MHHLYREYPDSCLDG. The MHC is DRB1_0101 with pseudo-sequence DRB1_0101. The binding affinity (normalized) is 0.405. (2) The peptide sequence is GVDYTITVYAVTYYK. The MHC is DRB1_0901 with pseudo-sequence DRB1_0901. The binding affinity (normalized) is 0.490. (3) The peptide sequence is TFGAASNKAFAEGLS. The MHC is DRB3_0202 with pseudo-sequence DRB3_0202. The binding affinity (normalized) is 0.0426. (4) The peptide sequence is ETLYRIDGAHLTKMS. The MHC is DRB1_0401 with pseudo-sequence DRB1_0401. The binding affinity (normalized) is 0.410. (5) The peptide sequence is VGNVAWMHVLAAKYI. The MHC is DRB1_1201 with pseudo-sequence DRB1_1201. The binding affinity (normalized) is 0.775.